Dataset: Drug-target binding data from BindingDB using IC50 measurements. Task: Regression. Given a target protein amino acid sequence and a drug SMILES string, predict the binding affinity score between them. We predict pIC50 (pIC50 = -log10(IC50 in M); higher means more potent). Dataset: bindingdb_ic50. (1) The drug is CCn1cc([C@@]2(c3nn(C)c(=O)o3)N[C@@H](c3nc(-c4ccc(F)cn4)c[nH]3)Cc3c2[nH]c2ccccc32)cn1. The target protein sequence is MDTLGYPASVPTTLEPGNTSSAWPLDATVGNVSAAPSVAGLAVSGVLIPLVYLVVCVVGLLGNSLVIYVVLRHTASPSVTNVYILNLALADELFMLGLPFLAAQNALSYWPFGSLMCRLVMAVDGINQFTSIFCLTVMSVDRYLAVVHPTRSARWRTAPVARTVSVAVWVASAVVVLPVVVFSGVPHGMSTCHMQWPEPAAAWRAGFIIYTAALGFFGPLLVICLCYLLIVVKVRSAGRRVRAPSCQRRRHSERKVTRMVVAVVALFVLCWMPFYVLNIVNVVCPLPEEPAFFGLYFLVVALPYANSCANPILYGFLSYRFKQGFRRVLLRPSRRVRSQEPAGGPPEKTVEEQGEDREGEDREGEDGAGKQGEGKGMNGRVSLITQPGTSGQERPPSGKASKDKQPLPLEASAADKPGALHISYL. The pIC50 is 8.6. (2) The pIC50 is 5.7. The target protein (P02554) has sequence MREIVHIQAGQCGNQIGAKFWEVISDEHGIDPTGSYHGDSDLQLERINVYYNEAAGNKYVPRAILVDLEPGTMDSVRSGPFGQIFRPDNFVFGQSGAGNNWAKGHYTEGAELVDSVLDVVRKESESCDCLQGFQLTHSLGGGTGSGMGTLLISKIREEYPDRIMNTFSVVPSPKVSDTVVEPYNATLSVHQLVENTDETYCIDNEALYDICFRTLKLTTPTYGDLNHLVSATMSGVTTCLRFPGQLNADLRKLAVNMVPFPRLHFFMPGFAPLTSRGSQQYRALTVPELTQQMFDAKNMMAACDPRHGRYLTVAAVFRGRMSMKEVDEQMLNVQNKNSSYFVEWIPNNVKTAVCDIPPRGLKMSATFIGNSTAIQELFKRISEQFTAMFRRKAFLHWYTGEGMDEMEFTEAESNMNDLVSEYQQYQDATADEQGEFEEEGEEDEA. The compound is COc1cc2c(cc1O)CC[C@@H]1[C@@H]2CC[C@]2(C)[C@@H](c3ccc4cnccc4c3)CC[C@@H]12. (3) The small molecule is O=S(=O)(O)Oc1ccccc1C(F)F. The target protein (Q9X759) has sequence MNKKAMAAAVSMILAGGAHAAQQERPNVIVIIADDMGYSDISPFGGEIPTPNLQAMAEQGMRMSQYYTSPMSAPARSMLLTGNSNQQAGMGGMWWYDSTIGKEGYELRLTDRVTTMAERFKDAGYNTLMAGKWHLGFVPGATPKERGFNHAFAFMGGGTSHFNDAIPLGTVEAFHTYYTRDGERVSLPDDFYSSEAYARQMNSWIKATPKEQPVFAWLAFTAPHDPLQAPDEWIKRFKGQYEQGYAEVYRQRIARLKALGIIHDDTPLPHLELDKEWEALTPEQQKYTAKVMQVYAAMIANMDAQIGTLMETLKQTGRDKNTLLVFLTDNGANPAQGFYYESTPEFWKQFDNSYDNVGRKGSFVSYGPHWANVSNAPYANYHKTTSAQGGINTDFMISGPGITRHGKIDASTMAVYDVAPTLYEFAGIDPNKSLAKKPVLPMIGVSFKRYLTGEVQEPPRGNYGVELHHQAAWVDGEWKLRRLVPRGLTAGDAPWQLFNL.... The pIC50 is 2.0. (4) The compound is O=C(NCCc1nc2c(C(=O)O)cccc2n1Cc1cccc(C(F)(F)F)c1)c1cccs1. The target protein (P30124) has sequence HTFVDLKSPFTLSNYLSFSSSKRRQPPSLFTVRASDSDFEAAVVAGKVPEAPPVPPTPASPAGTPVVPSLPIQRRPRRNRRSPALRSAFQETTLSPANFVYPLFIHEGEEDTPIGAMPGCYRLGWRHGLLEEVAKARDVGVNSVVLFPKIPDALKTPTGDEAYNEDGLVPRSIRLLKDKYPDLIIYTDVALDPYSSDGHDGIVREDGVIMNDETVHQLCKQAVAQARAGADVVSPSDMMDGRVGAMRVALDAEGFQHVSIMSYTAKYASSFYGPFREALDSNPRFGDKKTYQMNPANYREALTEMREDESEGADILLVKPGLPYLDIIRLLRDNSPLPIAAYQVSGEYSMIKAGGALKMIDEEKVMMESLLCLRRAGADIILTYFALQAARTLCGEKR. The pIC50 is 3.3. (5) The small molecule is O=C(O)c1ccc2[nH]c(CCNC(=O)c3cccs3)nc2c1. The target protein (P30124) has sequence HTFVDLKSPFTLSNYLSFSSSKRRQPPSLFTVRASDSDFEAAVVAGKVPEAPPVPPTPASPAGTPVVPSLPIQRRPRRNRRSPALRSAFQETTLSPANFVYPLFIHEGEEDTPIGAMPGCYRLGWRHGLLEEVAKARDVGVNSVVLFPKIPDALKTPTGDEAYNEDGLVPRSIRLLKDKYPDLIIYTDVALDPYSSDGHDGIVREDGVIMNDETVHQLCKQAVAQARAGADVVSPSDMMDGRVGAMRVALDAEGFQHVSIMSYTAKYASSFYGPFREALDSNPRFGDKKTYQMNPANYREALTEMREDESEGADILLVKPGLPYLDIIRLLRDNSPLPIAAYQVSGEYSMIKAGGALKMIDEEKVMMESLLCLRRAGADIILTYFALQAARTLCGEKR. The pIC50 is 3.9. (6) The small molecule is COCCN(c1c(Cl)c(C)cc2[nH]c(=O)c(=O)[nH]c12)S(C)(=O)=O. The target protein (Q05586) has sequence MSTMRLLTLALLFSCSVARAACDPKIVNIGAVLSTRKHEQMFREAVNQANKRHGSWKIQLNATSVTHKPNAIQMALSVCEDLISSQVYAILVSHPPTPNDHFTPTPVSYTAGFYRIPVLGLTTRMSIYSDKSIHLSFLRTVPPYSHQSSVWFEMMRVYSWNHIILLVSDDHEGRAAQKRLETLLEERESKAEKVLQFDPGTKNVTALLMEAKELEARVIILSASEDDAATVYRAAAMLNMTGSGYVWLVGEREISGNALRYAPDGILGLQLINGKNESAHISDAVGVVAQAVHELLEKENITDPPRGCVGNTNIWKTGPLFKRVLMSSKYADGVTGRVEFNEDGDRKFANYSIMNLQNRKLVQVGIYNGTHVIPNDRKIIWPGGETEKPRGYQMSTRLKIVTIHQEPFVYVKPTLSDGTCKEEFTVNGDPVKKVICTGPNDTSPGSPRHTVPQCCYGFCIDLLIKLARTMNFTYEVHLVADGKFGTQERVNNSNKKEWNG.... The pIC50 is 7.1. (7) The small molecule is Oc1ccccc1Cn1cc(Cc2ccccc2)nn1. The target protein (Q12791) has sequence MANGGGGGGGSSGGGGGGGGSSLRMSSNIHANHLSLDASSSSSSSSSSSSSSSSSSSSSSVHEPKMDALIIPVTMEVPCDSRGQRMWWAFLASSMVTFFGGLFIILLWRTLKYLWTVCCHCGGKTKEAQKINNGSSQADGTLKPVDEKEEAVAAEVGWMTSVKDWAGVMISAQTLTGRVLVVLVFALSIGALVIYFIDSSNPIESCQNFYKDFTLQIDMAFNVFFLLYFGLRFIAANDKLWFWLEVNSVVDFFTVPPVFVSVYLNRSWLGLRFLRALRLIQFSEILQFLNILKTSNSIKLVNLLSIFISTWLTAAGFIHLVENSGDPWENFQNNQALTYWECVYLLMVTMSTVGYGDVYAKTTLGRLFMVFFILGGLAMFASYVPEIIELIGNRKKYGGSYSAVSGRKHIVVCGHITLESVSNFLKDFLHKDRDDVNVEIVFLHNISPNLELEALFKRHFTQVEFYQGSVLNPHDLARVKIESADACLILANKYCADPDA.... The pIC50 is 7.6. (8) The drug is CC[C@H]1CCCC[C@@]2(C[C@@H]3CC[C@@H]4[C@H](C(=O)OCCCCCCCCCCCCCCCC(=O)N(CCCN)CCCCN)[C@]5(CCC[C@@H](C)O5)NC(=[N+]34)N2)O1. The target protein sequence is MSRFHSLLAFVVASLAAVAHAGIGPVADLTITNAAVSPDGFSRQAVVVNGGTPGPLITGNMGDRFQLNVIDNLTDHTMLKSTSIHWHGFFQKGTNWADGPAFINQCPISSGHSFLYDFQVPDQAGTFWYHSHLSTQYCDGLRGPFVVYDPNDPAADLYDVDNDDTVITLADWYHVAAKLGPAFPLGADATLINGKGRSPSTTTADLTVISVTPGKRYRFRLVSLSCDPNHTFSIDGHNMTIIETDSINTAPLVVDSIQIFAAQRYSFVLEANQAVDNYWIRANPSFGNVGFTGGINSAILRYDGAAAIEPTTTQTTSTEPLNEVNLHPLVATAVPGSPAAGGVDLAINMAFNFNGTNFFINGASFTPPTVPVLLQIISGAQNAQDLLPSGSVYSLPSNADIEISFPATAAAPGAPHPFHLHGHAFAVVRSAGSTVYNYDNPIFRDVVSTGTPAAGDNVTIRFRTDNPGPWFLHCHIDFHLEAGFAVVFAEDIPDVASANP.... The pIC50 is 5.3.